This data is from NCI-60 drug combinations with 297,098 pairs across 59 cell lines. The task is: Regression. Given two drug SMILES strings and cell line genomic features, predict the synergy score measuring deviation from expected non-interaction effect. Drug 1: CCN(CC)CCNC(=O)C1=C(NC(=C1C)C=C2C3=C(C=CC(=C3)F)NC2=O)C. Drug 2: CCC1(C2=C(COC1=O)C(=O)N3CC4=CC5=C(C=CC(=C5CN(C)C)O)N=C4C3=C2)O.Cl. Cell line: SR. Synergy scores: CSS=50.7, Synergy_ZIP=0.358, Synergy_Bliss=0.121, Synergy_Loewe=-32.8, Synergy_HSA=2.01.